From a dataset of Full USPTO retrosynthesis dataset with 1.9M reactions from patents (1976-2016). Predict the reactants needed to synthesize the given product. Given the product [C:1]1([CH3:8])[CH:6]=[CH:5][CH:4]=[C:3]([NH:7][CH2:12][C:11]2[CH:14]=[C:15]([F:19])[C:16]([F:18])=[CH:17][C:10]=2[F:9])[CH:2]=1, predict the reactants needed to synthesize it. The reactants are: [C:1]1([CH3:8])[CH:6]=[CH:5][CH:4]=[C:3]([NH2:7])[CH:2]=1.[F:9][C:10]1[CH:17]=[C:16]([F:18])[C:15]([F:19])=[CH:14][C:11]=1[CH:12]=O.[BH4-].[Na+].